The task is: Predict the reaction yield, written as a fraction of the theoretical maximum amount of product (1.0 means a 100% yield; for example, 0.34 means a 34% yield).. This data is from Reaction yield outcomes from USPTO patents with 853,638 reactions. (1) The reactants are [Cl:1][C:2]1[CH:10]=[CH:9][CH:8]=[C:7]([CH3:11])[C:3]=1[C:4]([OH:6])=O.O=S(Cl)Cl.CCN(CC)CC.[NH2:23][C:24]1[CH:29]=[CH:28][CH:27]=[CH:26][CH:25]=1. The catalyst is C1(C)C=CC=CC=1. The product is [Cl:1][C:2]1[CH:10]=[CH:9][CH:8]=[C:7]([CH3:11])[C:3]=1[C:4]([NH:23][C:24]1[CH:29]=[CH:28][CH:27]=[CH:26][CH:25]=1)=[O:6]. The yield is 0.860. (2) The reactants are [F:1][C:2]1[CH:3]=[C:4]([C:21]([O:23][CH3:24])=[O:22])[C:5]([C:9]2[C:10]([C:17]([O:19][CH3:20])=[O:18])=[CH:11][C:12]([F:16])=[CH:13][C:14]=2I)=[C:6](I)[CH:7]=1. The catalyst is CN(C)C=O.[Cu]. The product is [F:1][C:2]1[CH:3]=[C:4]([C:21]([O:23][CH3:24])=[O:22])[C:5]2[C:9]3[C:14]([C:6]=2[CH:7]=1)=[CH:13][C:12]([F:16])=[CH:11][C:10]=3[C:17]([O:19][CH3:20])=[O:18]. The yield is 0.120. (3) The reactants are C(N(CC)CC)C.[CH:8]([S:11]([C:14]1[CH:19]=[CH:18][C:17]([C:20]2[N:21]=[C:22]([C:41]#[CH:42])[C:23]([N:26](C(OC(C)(C)C)=O)C(=O)OC(C)(C)C)=[N:24][CH:25]=2)=[CH:16][CH:15]=1)(=[O:13])=[O:12])([CH3:10])[CH3:9].Br[C:44]1[CH:45]=[C:46]([CH:50]=[CH:51][CH:52]=1)[C:47]([NH2:49])=[O:48].C(O)(C(F)(F)F)=O. The catalyst is CN(C=O)C.CCOC(C)=O.ICl.[Cl-].[Na+].O.[Cu]I.Cl[Pd](Cl)([P](C1C=CC=CC=1)(C1C=CC=CC=1)C1C=CC=CC=1)[P](C1C=CC=CC=1)(C1C=CC=CC=1)C1C=CC=CC=1. The product is [NH2:26][C:23]1[C:22]([C:41]#[C:42][C:44]2[CH:45]=[C:46]([CH:50]=[CH:51][CH:52]=2)[C:47]([NH2:49])=[O:48])=[N:21][C:20]([C:17]2[CH:16]=[CH:15][C:14]([S:11]([CH:8]([CH3:9])[CH3:10])(=[O:13])=[O:12])=[CH:19][CH:18]=2)=[CH:25][N:24]=1. The yield is 0.170.